Dataset: Full USPTO retrosynthesis dataset with 1.9M reactions from patents (1976-2016). Task: Predict the reactants needed to synthesize the given product. (1) Given the product [Cl:20][C:18]1[C:17](=[O:21])[N:16]([CH3:22])[CH:15]=[C:14]([N:11]2[C:12](=[O:13])[C:4]3[CH:3]=[C:2]([C:39]4[C:34]([O:33][CH3:32])=[N:35][C:36]([N:49]([CH3:50])[CH3:51])=[N:37][CH:38]=4)[N:6]([CH:7]([CH3:9])[CH3:8])[C:5]=3[CH:10]2[C:23]2[CH:30]=[CH:29][C:26]([C:27]#[N:28])=[C:25]([F:31])[CH:24]=2)[CH:19]=1, predict the reactants needed to synthesize it. The reactants are: Br[C:2]1[N:6]([CH:7]([CH3:9])[CH3:8])[C:5]2[CH:10]([C:23]3[CH:30]=[CH:29][C:26]([C:27]#[N:28])=[C:25]([F:31])[CH:24]=3)[N:11]([C:14]3[CH:19]=[C:18]([Cl:20])[C:17](=[O:21])[N:16]([CH3:22])[CH:15]=3)[C:12](=[O:13])[C:4]=2[CH:3]=1.[CH3:32][O:33][C:34]1[C:39](B2OC(C)(C)C(C)(C)O2)=[CH:38][N:37]=[C:36]([N:49]([CH3:51])[CH3:50])[N:35]=1.BrC1N(C(C)C)C2C(C3C=CC(Cl)=CC=3)N(C3C=C(Cl)C=CC=3C)C(=O)C=2C=1.C(C1C=CC(OC)=C(B(O)O)C=1)#N. (2) Given the product [CH2:1]([O:3][C:4](=[O:29])[CH2:5][C:6]1[CH:11]=[CH:10][C:9]([O:12][CH3:13])=[C:8]([O:14][C:15]2[CH:20]=[CH:19][C:18]([NH:21][C:31]([O:33][CH2:34][CH2:35][Cl:36])=[O:32])=[CH:17][C:16]=2[CH2:22][S:23][CH2:24][C:25]([F:26])([F:27])[F:28])[CH:7]=1)[CH3:2], predict the reactants needed to synthesize it. The reactants are: [CH2:1]([O:3][C:4](=[O:29])[CH2:5][C:6]1[CH:11]=[CH:10][C:9]([O:12][CH3:13])=[C:8]([O:14][C:15]2[CH:20]=[CH:19][C:18]([NH2:21])=[CH:17][C:16]=2[CH2:22][S:23][CH2:24][C:25]([F:28])([F:27])[F:26])[CH:7]=1)[CH3:2].Cl[C:31]([O:33][CH2:34][CH2:35][Cl:36])=[O:32]. (3) Given the product [F:16][C:17]([F:28])([F:29])[O:18][C:19]1[CH:24]=[CH:23][C:22]([C:2]2[N:7]=[C:6]([C:8]3[CH:15]=[CH:14][C:11]([CH:12]=[O:13])=[CH:10][CH:9]=3)[CH:5]=[CH:4][CH:3]=2)=[CH:21][CH:20]=1, predict the reactants needed to synthesize it. The reactants are: Br[C:2]1[N:7]=[C:6]([C:8]2[CH:15]=[CH:14][C:11]([CH:12]=[O:13])=[CH:10][CH:9]=2)[CH:5]=[CH:4][CH:3]=1.[F:16][C:17]([F:29])([F:28])[O:18][C:19]1[CH:24]=[CH:23][C:22](B(O)O)=[CH:21][CH:20]=1.C(=O)([O-])[O-].[K+].[K+].O1CCOCC1.